This data is from Full USPTO retrosynthesis dataset with 1.9M reactions from patents (1976-2016). The task is: Predict the reactants needed to synthesize the given product. (1) Given the product [F:30][C:17]1[CH:18]=[C:19]([C:22]2[C:23]([C:28]#[N:29])=[CH:24][CH:25]=[CH:26][CH:27]=2)[CH:20]=[CH:21][C:16]=1[CH2:15][C:12]1[C:13](=[O:14])[N:8]([C@H:6]2[CH2:5][C@@H:4]([OH:43])[CH2:7]2)[C:9]2[N:10]([N:34]=[C:35]([CH3:37])[N:36]=2)[C:11]=1[CH2:31][CH2:32][CH3:33], predict the reactants needed to synthesize it. The reactants are: C([C@@H:4]1[CH2:7][C@H:6]([N:8]2[C:13](=[O:14])[C:12]([CH2:15][C:16]3[CH:21]=[CH:20][C:19]([C:22]4[C:23]([C:28]#[N:29])=[CH:24][CH:25]=[CH:26][CH:27]=4)=[CH:18][C:17]=3[F:30])=[C:11]([CH2:31][CH2:32][CH3:33])[N:10]3[N:34]=[C:35]([CH3:37])[N:36]=[C:9]23)[CH2:5]1)(=O)C.OO.FC(F)(F)C(OC(=O)C(F)(F)F)=[O:43].C(=O)([O-])O.[Na+].S([O-])([O-])(=O)=S.[Na+].[Na+]. (2) Given the product [OH:8][C:7]1[C@@H:5]([C@@H:3]([OH:4])[CH2:2][OH:1])[O:6][C:11](=[O:12])[C:9]=1[OH:10], predict the reactants needed to synthesize it. The reactants are: [OH:1][CH2:2][C@@H:3]([C@H:5]([C@@H:7]([C@@H:9]([CH2:11][OH:12])[OH:10])[OH:8])[OH:6])[OH:4].OCC([C@H]([C@@H]([C@H](CO)O)O)O)=O.C([O-])([O-])=O.[Ca+2]. (3) Given the product [CH:1]1([C@@H:7]2[NH:12][C:11](=[O:13])[C@H:10]([CH2:14][CH:15]([CH3:17])[CH3:16])[N:9]([C:30]([C:28]3[O:27][N:26]=[C:25]([C:22]4[CH:23]=[CH:24][C:19]([F:18])=[CH:20][CH:21]=4)[CH:29]=3)=[O:31])[CH2:8]2)[CH2:2][CH2:3][CH2:4][CH2:5][CH2:6]1, predict the reactants needed to synthesize it. The reactants are: [CH:1]1([C@@H:7]2[NH:12][C:11](=[O:13])[C@H:10]([CH2:14][CH:15]([CH3:17])[CH3:16])[NH:9][CH2:8]2)[CH2:6][CH2:5][CH2:4][CH2:3][CH2:2]1.[F:18][C:19]1[CH:24]=[CH:23][C:22]([C:25]2[CH:29]=[C:28]([C:30](O)=[O:31])[O:27][N:26]=2)=[CH:21][CH:20]=1.C([C@@H]1N(C(=O)/C=C/C2C=CC=CC=2)C[C@H](CC(C)C)NC1=O)C(C)C. (4) Given the product [Cl:47][C:45]1[C:39]([CH3:38])=[C:34]([NH:26][C:3]([N:18]2[CH2:19][CH2:20][C@@H:16]([O:15][Si:8]([C:11]([CH3:14])([CH3:13])[CH3:12])([CH3:10])[CH3:9])[C@:17]2([CH2:22][OH:23])[CH3:21])=[O:5])[CH:35]=[CH:36][C:40]=1[C:41]#[N:43], predict the reactants needed to synthesize it. The reactants are: FC(F)(F)[C:3]([OH:5])=O.[Si:8]([O:15][C@@H:16]1[CH2:20][CH2:19][NH:18][C@@:17]1([CH2:22][OH:23])[CH3:21])([C:11]([CH3:14])([CH3:13])[CH3:12])([CH3:10])[CH3:9].CC[N:26](C(C)C)C(C)C.Cl[C:34]1[C:35](C)=[C:36]([CH2:40][C:41]([NH2:43])=O)C=[CH:38][CH:39]=1.[CH2:45]([Cl:47])Cl. (5) Given the product [Br:1][C:2]1[C:11]2[C:6](=[CH:7][C:8]([Br:12])=[CH:9][CH:10]=2)[CH:5]=[CH:4][C:3]=1[O:13][CH2:20][CH3:21], predict the reactants needed to synthesize it. The reactants are: [Br:1][C:2]1[C:11]2[C:6](=[CH:7][C:8]([Br:12])=[CH:9][CH:10]=2)[CH:5]=[CH:4][C:3]=1[OH:13].[OH-].[Na+].S(OCC)(O[CH2:20][CH3:21])(=O)=O.C(OCC)(=O)C.